From a dataset of Reaction yield outcomes from USPTO patents with 853,638 reactions. Predict the reaction yield, written as a fraction of the theoretical maximum amount of product (1.0 means a 100% yield; for example, 0.34 means a 34% yield). (1) The reactants are [Si]([O:8][C@H:9]1[C@H:13]([CH3:14])[N:12]([C:15]2[CH:22]=[CH:21][C:18]([C:19]#[N:20])=[C:17]([C:23]([F:26])([F:25])[F:24])[CH:16]=2)[C:11](=[O:27])[C:10]1([CH3:29])[CH3:28])(C(C)(C)C)(C)C.CO.Cl.O. The catalyst is O1CCCC1. The product is [OH:8][C@H:9]1[C@H:13]([CH3:14])[N:12]([C:15]2[CH:22]=[CH:21][C:18]([C:19]#[N:20])=[C:17]([C:23]([F:24])([F:25])[F:26])[CH:16]=2)[C:11](=[O:27])[C:10]1([CH3:28])[CH3:29]. The yield is 0.710. (2) The catalyst is C(Cl)(Cl)Cl.C(OCC)(=O)C. The product is [O:10]=[C:3]([NH:4][C:5]1[NH:9][N:8]=[CH:7][CH:6]=1)[C:2]([C@@H:11]([NH:16][C:17](=[O:43])[O:18][C@H:19]([C:24]1[O:25][C:26]([C:29]2[CH:34]=[C:33]([C:35]([F:36])([F:37])[F:38])[CH:32]=[C:31]([C:39]([F:41])([F:42])[F:40])[CH:30]=2)=[N:27][N:28]=1)[C:20]([CH3:22])([CH3:23])[CH3:21])[CH2:12][CH2:13][CH2:14][CH3:15])=[O:1]. The yield is 0.580. The reactants are [OH:1][C@@H:2]([C@@H:11]([NH:16][C:17](=[O:43])[O:18][C@H:19]([C:24]1[O:25][C:26]([C:29]2[CH:34]=[C:33]([C:35]([F:38])([F:37])[F:36])[CH:32]=[C:31]([C:39]([F:42])([F:41])[F:40])[CH:30]=2)=[N:27][N:28]=1)[C:20]([CH3:23])([CH3:22])[CH3:21])[CH2:12][CH2:13][CH2:14][CH3:15])[C:3](=[O:10])[NH:4][C:5]1[NH:9][N:8]=[CH:7][CH:6]=1.O[C@H]([C@@H](NC(=O)O[C@H](C1OC(C2C=C(C(F)(F)F)C=C(C(F)(F)F)C=2)=NN=1)C(C)(C)C)CCCC)C(=O)NC1NN=CC=1.CC(OI1(OC(C)=O)(OC(C)=O)OC(=O)C2C=CC=CC1=2)=O.S(S([O-])=O)([O-])(=O)=O.[Na+].[Na+].C(=O)(O)[O-].[Na+]. (3) The reactants are C(O[BH-](O[C:11](=[O:13])C)OC(=O)C)(=O)C.[Na+].[CH3:15][C:16]1[NH:17][CH:18]=[C:19]([CH:21]=O)[N:20]=1.[CH2:23]([N:30]1[CH2:35][CH2:34][CH:33]([NH2:36])[CH2:32][CH2:31]1)[C:24]1[CH:29]=[CH:28][CH:27]=[CH:26][CH:25]=1.C(O)(=O)C. The catalyst is ClCCCl. The product is [CH2:23]([N:30]1[CH2:35][CH2:34][CH:33]([N:36]2[CH2:21][C:19]3=[CH:18][N:17]=[C:16]([CH3:15])[N:20]3[C:11]2=[O:13])[CH2:32][CH2:31]1)[C:24]1[CH:25]=[CH:26][CH:27]=[CH:28][CH:29]=1. The yield is 0.600. (4) The reactants are [Cl:1][C:2]1[CH:8]=[CH:7][C:5]([NH2:6])=[C:4]([F:9])[CH:3]=1.C(=O)=O.CC(C)=O.C([Li])CCC.Cl[Si](C)(C)CC[Si](Cl)(C)C.[CH2:32]([O:34][C:35](Cl)=[O:36])[CH3:33]. The catalyst is O1CCCC1. The product is [CH2:32]([O:34][C:35](=[O:36])[C:3]1[C:2]([Cl:1])=[CH:8][CH:7]=[C:5]([NH2:6])[C:4]=1[F:9])[CH3:33]. The yield is 0.720.